This data is from Reaction yield outcomes from USPTO patents with 853,638 reactions. The task is: Predict the reaction yield, written as a fraction of the theoretical maximum amount of product (1.0 means a 100% yield; for example, 0.34 means a 34% yield). (1) The reactants are [CH2:1]([O:3][C:4](=[O:8])[C@@H:5]1[O:7][CH2:6]1)[CH3:2].[Cl-].[NH4+].[N-:11]=[N+:12]=[N-:13].[Na+]. The catalyst is CN(C=O)C. The product is [CH2:1]([O:3][C:4](=[O:8])[C@H:5]([OH:7])[CH2:6][N:11]=[N+:12]=[N-:13])[CH3:2]. The yield is 0.690. (2) The catalyst is C(#N)C.O. The product is [CH3:1][O:2][C:3]1[C:4]([CH3:32])=[C:5]([C:23]([O:30][CH3:31])=[C:24]([O:28][CH3:29])[C:25]=1[O:26][CH3:27])[CH2:6][C:7]1[CH:14]=[CH:13][C:10]([C:11]([OH:34])=[O:12])=[C:9]([O:15][CH2:16][C:17]2[CH:22]=[CH:21][CH:20]=[CH:19][CH:18]=2)[CH:8]=1. The yield is 0.790. The reactants are [CH3:1][O:2][C:3]1[C:4]([CH3:32])=[C:5]([C:23]([O:30][CH3:31])=[C:24]([O:28][CH3:29])[C:25]=1[O:26][CH3:27])[CH2:6][C:7]1[CH:14]=[CH:13][C:10]([CH:11]=[O:12])=[C:9]([O:15][CH2:16][C:17]2[CH:22]=[CH:21][CH:20]=[CH:19][CH:18]=2)[CH:8]=1.P([O-])(O)(O)=[O:34].[Na+].Cl[O-].[Na+].OO. (3) The reactants are [CH2:1]([N:3]1[C:11]2[CH:10]=[C:9](C(O)=O)[N:8]=[CH:7][C:6]=2[CH:5]=[CH:4]1)[CH3:2].C([N:17]([CH2:20]C)CC)C.C1(P(N=[N+]=[N-])(C2C=CC=CC=2)=[O:29])C=CC=CC=1.[C:39]([OH:43])([CH3:42])([CH3:41])[CH3:40]. The catalyst is O1CCOCC1.[Cl-].[Na+].O. The product is [CH2:1]([N:3]1[C:11]2[CH:10]=[C:9]([NH:17][C:20](=[O:29])[O:43][C:39]([CH3:42])([CH3:41])[CH3:40])[N:8]=[CH:7][C:6]=2[CH:5]=[CH:4]1)[CH3:2]. The yield is 0.450. (4) The product is [CH3:21][C:20]1[CH:19]=[CH:18][N:17]=[CH:16][C:15]=1[N:3]1[CH2:4][CH2:5][C:6]2[C:11](=[CH:10][C:9]([C:12]#[N:13])=[CH:8][CH:7]=2)[C:2]1=[O:1]. The yield is 0.381. The reactants are [O:1]=[C:2]1[C:11]2[C:6](=[CH:7][CH:8]=[C:9]([C:12]#[N:13])[CH:10]=2)[CH2:5][CH2:4][NH:3]1.I[C:15]1[CH:16]=[N:17][CH:18]=[CH:19][C:20]=1[CH3:21].P([O-])([O-])([O-])=O.[K+].[K+].[K+]. The catalyst is [Cu](I)I.O1CCOCC1. (5) The reactants are [F:1][C:2]1[C:10]([O:11][C:12]2[C:21]3[C:16](=[CH:17][C:18]([O:30][CH3:31])=[C:19]([O:22][CH2:23][CH:24]4[CH2:29][CH2:28][NH:27][CH2:26][CH2:25]4)[CH:20]=3)[N:15]=[CH:14][N:13]=2)=[CH:9][CH:8]=[C:7]2[C:3]=1[CH:4]=[CH:5][NH:6]2.C(N(C(C)C)CC)(C)C.[C:41](Cl)(=[O:43])[CH3:42]. The catalyst is ClCCl. The product is [C:41]([N:27]1[CH2:28][CH2:29][CH:24]([CH2:23][O:22][C:19]2[CH:20]=[C:21]3[C:16](=[CH:17][C:18]=2[O:30][CH3:31])[N:15]=[CH:14][N:13]=[C:12]3[O:11][C:10]2[C:2]([F:1])=[C:3]3[C:7](=[CH:8][CH:9]=2)[NH:6][CH:5]=[CH:4]3)[CH2:25][CH2:26]1)(=[O:43])[CH3:42]. The yield is 0.630.